From a dataset of Reaction yield outcomes from USPTO patents with 853,638 reactions. Predict the reaction yield, written as a fraction of the theoretical maximum amount of product (1.0 means a 100% yield; for example, 0.34 means a 34% yield). (1) The reactants are [H-].[Al+3].[Li+].[H-].[H-].[H-].[NH2:7][C:8]1[N:13]=[C:12]([C:14]2[CH:27]=[CH:26][C:17]([O:18][CH:19]([CH3:25])[C:20]([N:22]([CH3:24])[CH3:23])=O)=[CH:16][C:15]=2[CH:28]2[CH2:30][CH2:29]2)[CH:11]=[CH:10][CH:9]=1. No catalyst specified. The product is [CH:28]1([C:15]2[CH:16]=[C:17]([O:18][CH:19]([CH3:25])[CH2:20][N:22]([CH3:24])[CH3:23])[CH:26]=[CH:27][C:14]=2[C:12]2[N:13]=[C:8]([NH2:7])[CH:9]=[CH:10][CH:11]=2)[CH2:30][CH2:29]1. The yield is 0.514. (2) The reactants are [C:1]([CH2:4][C:5]1([NH:9][C:10]([C:12]2[CH:17]=[C:16](Cl)[C:15]([CH:19]3[CH2:21][CH2:20]3)=[CH:14][N:13]=2)=[O:11])[CH2:8][O:7][CH2:6]1)(=[O:3])[NH2:2].[F:22][C:23]([F:28])([F:27])[C@H:24]([OH:26])[CH3:25].[H-].[Na+]. The catalyst is CN(C=O)C. The product is [C:1]([CH2:4][C:5]1([NH:9][C:10]([C:12]2[CH:17]=[C:16]([O:26][C@H:24]([CH3:25])[C:23]([F:28])([F:27])[F:22])[C:15]([CH:19]3[CH2:21][CH2:20]3)=[CH:14][N:13]=2)=[O:11])[CH2:8][O:7][CH2:6]1)(=[O:3])[NH2:2]. The yield is 0.0700. (3) The reactants are [C:1]([O:5][C:6]([N:8]1[CH2:13][CH2:12][CH:11]([C:14](=[O:25])[C:15]2[CH:20]=[CH:19][C:18]([OH:21])=[C:17]([N+:22]([O-:24])=[O:23])[CH:16]=2)[CH2:10][CH2:9]1)=[O:7])([CH3:4])([CH3:3])[CH3:2].C(=O)([O-])[O-].[K+].[K+].Br[CH2:33][C:34]([O:36][CH3:37])=[O:35]. The catalyst is CC(C)=O. The product is [C:1]([O:5][C:6]([N:8]1[CH2:9][CH2:10][CH:11]([C:14]([C:15]2[CH:20]=[CH:19][C:18]([O:21][CH2:33][C:34]([O:36][CH3:37])=[O:35])=[C:17]([N+:22]([O-:24])=[O:23])[CH:16]=2)=[O:25])[CH2:12][CH2:13]1)=[O:7])([CH3:4])([CH3:2])[CH3:3]. The yield is 0.470.